This data is from Reaction yield outcomes from USPTO patents with 853,638 reactions. The task is: Predict the reaction yield, written as a fraction of the theoretical maximum amount of product (1.0 means a 100% yield; for example, 0.34 means a 34% yield). (1) The reactants are [CH3:1][C:2]1([CH3:14])[C:6]([CH3:8])([CH3:7])[O:5][B:4]([C:9]2[CH:10]=[N:11][NH:12][CH:13]=2)[O:3]1.C(=O)([O-])[O-].[K+].[K+].Br[CH2:22][C:23]([O:25][C:26]([CH3:29])([CH3:28])[CH3:27])=[O:24]. The catalyst is CN(C)C(=O)C. The product is [C:26]([O:25][C:23](=[O:24])[CH2:22][N:12]1[CH:13]=[C:9]([B:4]2[O:5][C:6]([CH3:7])([CH3:8])[C:2]([CH3:14])([CH3:1])[O:3]2)[CH:10]=[N:11]1)([CH3:29])([CH3:28])[CH3:27]. The yield is 0.770. (2) The reactants are Br[C:2]1[CH:3]=[C:4]2[C:8](=[CH:9][CH:10]=1)[N:7]([CH:11]1[CH2:16][CH2:15][CH2:14][CH2:13][O:12]1)[N:6]=[CH:5]2.[B:17]1([B:17]2[O:21][C:20]([CH3:23])([CH3:22])[C:19]([CH3:25])([CH3:24])[O:18]2)[O:21][C:20]([CH3:23])([CH3:22])[C:19]([CH3:25])([CH3:24])[O:18]1.CC([O-])=O.[K+].C(Cl)Cl. The catalyst is C1C=CC(P(C2C=CC=CC=2)[C-]2C=CC=C2)=CC=1.C1C=CC(P(C2C=CC=CC=2)[C-]2C=CC=C2)=CC=1.Cl[Pd]Cl.[Fe+2].CCOC(C)=O.O.CS(C)=O. The product is [O:12]1[CH2:13][CH2:14][CH2:15][CH2:16][CH:11]1[N:7]1[C:8]2[C:4](=[CH:3][C:2]([B:17]3[O:21][C:20]([CH3:23])([CH3:22])[C:19]([CH3:25])([CH3:24])[O:18]3)=[CH:10][CH:9]=2)[CH:5]=[N:6]1. The yield is 0.590. (3) The reactants are [C:1]([O:4][C@H:5]1[CH2:9][C@H:8]([N:10]2[CH:18]=[N:17][C:16]3[C:11]2=[N:12][CH:13]=[N:14][C:15]=3[NH:19][C@@H:20]2[C:28]3[C:23](=[CH:24][CH:25]=[CH:26][CH:27]=3)[CH2:22][CH2:21]2)[O:7][C@@H:6]1[CH2:29][OH:30])(=[O:3])[CH3:2].Cl[S:32]([NH2:35])(=[O:34])=[O:33]. No catalyst specified. The product is [C:1]([O:4][C@H:5]1[CH2:9][C@H:8]([N:10]2[CH:18]=[N:17][C:16]3[C:11]2=[N:12][CH:13]=[N:14][C:15]=3[NH:19][C@@H:20]2[C:28]3[C:23](=[CH:24][CH:25]=[CH:26][CH:27]=3)[CH2:22][CH2:21]2)[O:7][C@@H:6]1[CH2:29][O:30][S:32]([NH2:35])(=[O:34])=[O:33])(=[O:3])[CH3:2]. The yield is 0.740.